This data is from Peptide-MHC class I binding affinity with 185,985 pairs from IEDB/IMGT. The task is: Regression. Given a peptide amino acid sequence and an MHC pseudo amino acid sequence, predict their binding affinity value. This is MHC class I binding data. (1) The peptide sequence is FMYSDFHFI. The MHC is HLA-A69:01 with pseudo-sequence HLA-A69:01. The binding affinity (normalized) is 1.00. (2) The peptide sequence is IISTNTLGK. The MHC is HLA-B08:01 with pseudo-sequence HLA-B08:01. The binding affinity (normalized) is 0.0847. (3) The peptide sequence is GLFDFVNFV. The MHC is HLA-B54:01 with pseudo-sequence HLA-B54:01. The binding affinity (normalized) is 0. (4) The peptide sequence is RGTTFAEGV. The MHC is HLA-A02:01 with pseudo-sequence HLA-A02:01. The binding affinity (normalized) is 0.156. (5) The peptide sequence is YYLEKANKI. The MHC is HLA-B07:02 with pseudo-sequence HLA-B07:02. The binding affinity (normalized) is 0.0847. (6) The peptide sequence is KVVPRRKAK. The MHC is HLA-A30:01 with pseudo-sequence HLA-A30:01. The binding affinity (normalized) is 0.575.